From a dataset of Catalyst prediction with 721,799 reactions and 888 catalyst types from USPTO. Predict which catalyst facilitates the given reaction. (1) Reactant: [Cl:1][C:2]1[CH:7]=[C:6]([Cl:8])[CH:5]=[CH:4][C:3]=1[C:9]1[N:10]2[N:17]=[C:16]([CH3:18])[C:15]([O:19][CH:20]([CH2:23][CH2:24][CH3:25])[CH2:21][OH:22])=[C:11]2[O:12][C:13]=1[CH3:14].[H-].[Na+].[CH3:28]I.[Cl-].[NH4+]. Product: [Cl:1][C:2]1[CH:7]=[C:6]([Cl:8])[CH:5]=[CH:4][C:3]=1[C:9]1[N:10]2[N:17]=[C:16]([CH3:18])[C:15]([O:19][CH:20]([CH2:21][O:22][CH3:28])[CH2:23][CH2:24][CH3:25])=[C:11]2[O:12][C:13]=1[CH3:14]. The catalyst class is: 1. (2) Reactant: C([N:4](CC)[CH:5]([CH3:7])[CH3:6])(C)C.[C:10](Cl)(=[O:15])[C:11]([CH3:14])([CH3:13])[CH3:12].C1(N)CC1. Product: [CH:5]1([NH:4][C:10](=[O:15])[C:11]([CH3:14])([CH3:13])[CH3:12])[CH2:7][CH2:6]1. The catalyst class is: 4.